This data is from Catalyst prediction with 721,799 reactions and 888 catalyst types from USPTO. The task is: Predict which catalyst facilitates the given reaction. (1) Reactant: [OH-].[Na+].C[O:4][C:5]([C:7]1[CH:12]=[CH:11][N:10]2[CH:13]=[C:14]([C:16]3[CH:21]=[CH:20][CH:19]=[CH:18][CH:17]=3)[N:15]=[C:9]2[CH:8]=1)=[O:6].Cl. Product: [C:16]1([C:14]2[N:15]=[C:9]3[CH:8]=[C:7]([C:5]([OH:6])=[O:4])[CH:12]=[CH:11][N:10]3[CH:13]=2)[CH:17]=[CH:18][CH:19]=[CH:20][CH:21]=1. The catalyst class is: 40. (2) Reactant: Br[CH2:2][C:3]1[CH:4]=[C:5]([B:9]2[O:14][CH2:13][C:12]([CH3:16])([CH3:15])[CH2:11][O:10]2)[CH:6]=[CH:7][CH:8]=1.[CH2:17]([NH:19][CH2:20][CH3:21])[CH3:18]. Product: [CH3:15][C:12]1([CH3:16])[CH2:13][O:14][B:9]([C:5]2[CH:4]=[C:3]([CH:8]=[CH:7][CH:6]=2)[CH2:2][N:19]([CH2:20][CH3:21])[CH2:17][CH3:18])[O:10][CH2:11]1. The catalyst class is: 13. (3) Reactant: [CH:1]([C:3]1[CH:4]=[C:5]([CH2:10][CH2:11][C:12]([OH:14])=[O:13])[CH:6]=[CH:7][C:8]=1[OH:9])=O.[NH2:15][C:16]1[CH:21]=[CH:20][CH:19]=[CH:18][C:17]=1[OH:22]. Product: [OH:9][C:8]1[CH:7]=[CH:6][C:5]([CH2:10][CH2:11][C:12]([OH:14])=[O:13])=[CH:4][C:3]=1[CH:1]=[N:15][C:16]1[CH:21]=[CH:20][CH:19]=[CH:18][C:17]=1[OH:22]. The catalyst class is: 8.